Dataset: Reaction yield outcomes from USPTO patents with 853,638 reactions. Task: Predict the reaction yield, written as a fraction of the theoretical maximum amount of product (1.0 means a 100% yield; for example, 0.34 means a 34% yield). (1) The reactants are Cl[C:2]1[CH:7]=[CH:6][C:5]([N+:8]([O-:10])=[O:9])=[C:4]([O:11][CH3:12])[CH:3]=1.[CH3:13][CH:14]([N:16]1[CH2:21][CH2:20][NH:19][CH2:18][CH2:17]1)[CH3:15].CC1(C)C2C(=C(P(C3C=CC=CC=3)C3C=CC=CC=3)C=CC=2)OC2C(P(C3C=CC=CC=3)C3C=CC=CC=3)=CC=CC1=2.C([O-])([O-])=O.[Cs+].[Cs+]. The catalyst is O1CCOCC1.CCOC(C)=O.O.C1C=CC(/C=C/C(/C=C/C2C=CC=CC=2)=O)=CC=1.C1C=CC(/C=C/C(/C=C/C2C=CC=CC=2)=O)=CC=1.C1C=CC(/C=C/C(/C=C/C2C=CC=CC=2)=O)=CC=1.[Pd].[Pd]. The product is [CH3:13][CH:14]([N:16]1[CH2:21][CH2:20][N:19]([C:2]2[CH:7]=[CH:6][C:5]([N+:8]([O-:10])=[O:9])=[C:4]([O:11][CH3:12])[CH:3]=2)[CH2:18][CH2:17]1)[CH3:15]. The yield is 0.900. (2) The reactants are [F:1][C:2]1[CH:26]=[CH:25][CH:24]=[C:23]([F:27])[C:3]=1[C:4]([O:6][CH:7]([C:18]([O:20][CH2:21][CH3:22])=[O:19])[C:8]([C:10]1[CH:15]=[CH:14][C:13]([O:16][CH3:17])=[CH:12][CH:11]=1)=O)=O.C([O-])(=O)C.[NH4+:32]. The catalyst is C(O)(=O)C.O. The product is [F:1][C:2]1[CH:26]=[CH:25][CH:24]=[C:23]([F:27])[C:3]=1[C:4]1[O:6][C:7]([C:18]([O:20][CH2:21][CH3:22])=[O:19])=[C:8]([C:10]2[CH:15]=[CH:14][C:13]([O:16][CH3:17])=[CH:12][CH:11]=2)[N:32]=1. The yield is 0.530. (3) The reactants are [C:1]([C:3]1[CH:8]=[CH:7][CH:6]=[CH:5][C:4]=1B(O)O)#[N:2].[NH2:12][C:13]1[N:14]=[C:15]([N:24]2[CH2:29][CH2:28][N:27]([C:30](=[O:40])[CH2:31][O:32][C:33]3[CH:38]=[CH:37][C:36]([Cl:39])=[CH:35][CH:34]=3)[CH2:26][CH2:25]2)[C:16]2[N:22]=[C:21](Cl)[CH:20]=[CH:19][C:17]=2[N:18]=1. No catalyst specified. The product is [NH2:12][C:13]1[N:14]=[C:15]([N:24]2[CH2:25][CH2:26][N:27]([C:30](=[O:40])[CH2:31][O:32][C:33]3[CH:34]=[CH:35][C:36]([Cl:39])=[CH:37][CH:38]=3)[CH2:28][CH2:29]2)[C:16]2[N:22]=[C:21]([C:4]3[CH:5]=[CH:6][CH:7]=[CH:8][C:3]=3[C:1]#[N:2])[CH:20]=[CH:19][C:17]=2[N:18]=1. The yield is 0.490. (4) The reactants are [NH2:1][C:2]1[CH:9]=[CH:8][C:5]([CH:6]=O)=[CH:4][CH:3]=1.[C:10]([CH2:12][C:13]([O:15][CH2:16][CH3:17])=[O:14])#[N:11].C(NCC)C.C(O)(=O)C. The catalyst is C(O)C. The product is [NH2:1][C:2]1[CH:9]=[CH:8][C:5]([CH:6]=[C:12]([C:10]#[N:11])[C:13]([O:15][CH2:16][CH3:17])=[O:14])=[CH:4][CH:3]=1. The yield is 0.830. (5) The reactants are [F:1][C:2]([F:7])([F:6])[C:3]([NH2:5])=O.COC1C=CC(P2(SP(C3C=CC(OC)=CC=3)(=S)S2)=[S:17])=CC=1.Br[CH2:31][C:32](=O)[C:33]([O:35][CH2:36][CH3:37])=[O:34]. The catalyst is C1COCC1. The product is [F:1][C:2]([F:7])([F:6])[C:3]1[S:17][CH:31]=[C:32]([C:33]([O:35][CH2:36][CH3:37])=[O:34])[N:5]=1. The yield is 0.210. (6) The reactants are [CH2:1]([O:3][C:4]([C:6]1[NH:15][C:14](=O)[C:13]2[C:8](=[CH:9][CH:10]=[CH:11][CH:12]=2)[N:7]=1)=[O:5])[CH3:2].P(Cl)(Cl)([Cl:19])=O. No catalyst specified. The product is [CH2:1]([O:3][C:4]([C:6]1[N:15]=[C:14]([Cl:19])[C:13]2[C:8](=[CH:9][CH:10]=[CH:11][CH:12]=2)[N:7]=1)=[O:5])[CH3:2]. The yield is 0.900.